Dataset: Reaction yield outcomes from USPTO patents with 853,638 reactions. Task: Predict the reaction yield, written as a fraction of the theoretical maximum amount of product (1.0 means a 100% yield; for example, 0.34 means a 34% yield). (1) The reactants are Cl[C:2]([F:7])([F:6])C([O-])=O.[Na+].Br.[CH3:10][C:11]1[CH:15]=[C:14]([C:16]2[CH:17]=[CH:18][C:19]3[N:20]([C:22]([CH2:25][O:26][C:27]4[C:36]5[C:31](=[CH:32][C:33]([OH:37])=[CH:34][CH:35]=5)[N:30]=[CH:29][CH:28]=4)=[N:23][N:24]=3)[CH:21]=2)[O:13][N:12]=1.C(=O)([O-])[O-].[Cs+].[Cs+].CN(C=O)C. The catalyst is C(O)=O. The product is [F:7][CH:2]([F:6])[O:37][C:33]1[CH:32]=[C:31]2[C:36]([C:27]([O:26][CH2:25][C:22]3[N:20]4[CH:21]=[C:16]([C:14]5[O:13][N:12]=[C:11]([CH3:10])[CH:15]=5)[CH:17]=[CH:18][C:19]4=[N:24][N:23]=3)=[CH:28][CH:29]=[N:30]2)=[CH:35][CH:34]=1. The yield is 0.130. (2) The reactants are [Si:1]([O:8][CH:9]1[CH2:14][CH2:13][CH:12]([C:15]2[N:20]=[C:19]([C:21]([O:23]C)=[O:22])[CH:18]=[CH:17][C:16]=2[F:25])[CH2:11][CH2:10]1)([C:4]([CH3:7])([CH3:6])[CH3:5])([CH3:3])[CH3:2].[Li+].[OH-].Cl.C(OCC)(=O)C. The catalyst is C1COCC1.CO. The product is [Si:1]([O:8][CH:9]1[CH2:10][CH2:11][CH:12]([C:15]2[N:20]=[C:19]([C:21]([OH:23])=[O:22])[CH:18]=[CH:17][C:16]=2[F:25])[CH2:13][CH2:14]1)([C:4]([CH3:7])([CH3:6])[CH3:5])([CH3:3])[CH3:2]. The yield is 0.820. (3) The reactants are [CH3:1][O:2][C:3]1[C:8]([O:9][CH3:10])=[CH:7][CH:6]=[CH:5][C:4]=1[C:11]([C:13]1[CH:18]=[C:17]([O:19][CH3:20])[CH:16]=[C:15]([O:21][CH3:22])[CH:14]=1)=O.C(OP([CH2:31][C:32]#[N:33])(=O)OCC)C.C[Si]([N-][Si](C)(C)C)(C)C.[Li+].O1C2C=CC(C(C3C=C(OC)C=C(OC)C=3)=CC#N)=CC=2OCC1. The catalyst is C1COCC1. The product is [CH3:1][O:2][C:3]1[C:8]([O:9][CH3:10])=[CH:7][CH:6]=[CH:5][C:4]=1[C:11]([C:13]1[CH:18]=[C:17]([O:19][CH3:20])[CH:16]=[C:15]([O:21][CH3:22])[CH:14]=1)=[CH:31][C:32]#[N:33]. The yield is 0.910. (4) The reactants are [CH3:1][O:2][C:3]1[CH:4]=[CH:5][C:6]2[S:10][C:9]([S:11](Cl)(=[O:13])=[O:12])=[C:8]([CH3:15])[C:7]=2[CH:16]=1.[NH2:17][C:18]1[CH:19]=[C:20]([C:24]2[NH:28][N:27]=[N:26][N:25]=2)[CH:21]=[CH:22][CH:23]=1. No catalyst specified. The product is [CH3:1][O:2][C:3]1[CH:4]=[CH:5][C:6]2[S:10][C:9]([S:11]([NH:17][C:18]3[CH:23]=[CH:22][CH:21]=[C:20]([C:24]4[NH:28][N:27]=[N:26][N:25]=4)[CH:19]=3)(=[O:13])=[O:12])=[C:8]([CH3:15])[C:7]=2[CH:16]=1. The yield is 0.440. (5) The reactants are [CH3:1][O:2][C:3](=[O:25])[C:4]1[CH:9]=[CH:8][C:7]([NH:10][CH:11]([CH2:14][CH3:15])[CH2:12][CH3:13])=[C:6]([NH:16][C:17](=O)[CH2:18][C:19]2[S:20][CH:21]=[CH:22][CH:23]=2)[CH:5]=1.Cl. The catalyst is O1CCOCC1. The product is [CH3:1][O:2][C:3]([C:4]1[CH:9]=[CH:8][C:7]2[N:10]([CH:11]([CH2:14][CH3:15])[CH2:12][CH3:13])[C:17]([CH2:18][C:19]3[S:20][CH:21]=[CH:22][CH:23]=3)=[N:16][C:6]=2[CH:5]=1)=[O:25]. The yield is 1.00. (6) The reactants are [CH:1]1C=C(Cl)C=C(C(OO)=O)C=1.[CH3:12][N:13]1[C:17]([C:18]2[S:28][C:21]3[N:22]=[CH:23][N:24]=[C:25](SC)[C:20]=3[CH:19]=2)=[C:16]([C:29]2[CH:34]=[CH:33][CH:32]=[CH:31][CH:30]=2)[N:15]=[CH:14]1.[O-:35][S:36]([O-:39])(=S)=O.[Na+].[Na+]. The catalyst is C(Cl)Cl. The product is [CH3:12][N:13]1[C:17]([C:18]2[S:28][C:21]3[N:22]=[CH:23][N:24]=[C:25]([S:36]([CH3:1])(=[O:39])=[O:35])[C:20]=3[CH:19]=2)=[C:16]([C:29]2[CH:34]=[CH:33][CH:32]=[CH:31][CH:30]=2)[N:15]=[CH:14]1. The yield is 0.560. (7) The reactants are [N+:1]([C:4]1[CH:5]=[CH:6][C:7]2[S:11][CH:10]=[CH:9][C:8]=2[CH:12]=1)([O-:3])=[O:2].[ClH:13].[CH2:14]=O.S(=O)(=O)(O)O. The catalyst is O. The product is [N+:1]([C:4]1[CH:5]=[CH:6][C:7]2[S:11][CH:10]=[C:9]([CH2:14][Cl:13])[C:8]=2[CH:12]=1)([O-:3])=[O:2]. The yield is 0.540. (8) The reactants are [N:1]12[CH2:8][CH2:7][C:4]([C:9]([C:17]3[CH:22]=[CH:21][CH:20]=[CH:19][CH:18]=3)([C:11]3[CH:16]=[CH:15][CH:14]=[CH:13][CH:12]=3)[OH:10])([CH2:5][CH2:6]1)[CH2:3][CH2:2]2.[Br:23][CH2:24][CH2:25][CH2:26]Br. The catalyst is CC#N. The product is [Br-:23].[Br:23][CH2:24][CH2:25][CH2:26][N+:1]12[CH2:6][CH2:5][C:4]([C:9]([OH:10])([C:17]3[CH:22]=[CH:21][CH:20]=[CH:19][CH:18]=3)[C:11]3[CH:12]=[CH:13][CH:14]=[CH:15][CH:16]=3)([CH2:3][CH2:2]1)[CH2:7][CH2:8]2. The yield is 0.431. (9) The reactants are [NH2:1][C:2]1[CH:7]=[CH:6][C:5]([C:8]2[C:16]3[C:11](=[N:12][CH:13]=[N:14][C:15]=3[NH2:17])[N:10]([C@H:18]3[CH2:23][CH2:22][C@H:21]([N:24]4[CH2:29][CH2:28][N:27]([CH3:30])[CH2:26][CH2:25]4)[CH2:20][CH2:19]3)[N:9]=2)=[CH:4][C:3]=1[O:31][CH3:32].[CH3:33][C:34]([CH3:45])([CH2:38][C:39]1[CH:44]=[CH:43][CH:42]=[CH:41][CH:40]=1)[C:35](Cl)=[O:36]. The catalyst is N1C=CC=CC=1. The product is [NH2:17][C:15]1[N:14]=[CH:13][N:12]=[C:11]2[N:10]([C@H:18]3[CH2:23][CH2:22][C@H:21]([N:24]4[CH2:25][CH2:26][N:27]([CH3:30])[CH2:28][CH2:29]4)[CH2:20][CH2:19]3)[N:9]=[C:8]([C:5]3[CH:6]=[CH:7][C:2]([NH:1][C:35](=[O:36])[C:34]([CH3:33])([CH3:45])[CH2:38][C:39]4[CH:44]=[CH:43][CH:42]=[CH:41][CH:40]=4)=[C:3]([O:31][CH3:32])[CH:4]=3)[C:16]=12. The yield is 0.590.